Dataset: Forward reaction prediction with 1.9M reactions from USPTO patents (1976-2016). Task: Predict the product of the given reaction. (1) Given the reactants [NH2:1][C:2]1[CH:3]=[N:4][CH:5]=[CH:6][C:7]=1[N:8]1[CH2:13][CH2:12][CH2:11][C@H:10]([NH:14][C:15](=[O:21])[O:16][C:17]([CH3:20])([CH3:19])[CH3:18])[CH2:9]1.[C:22]([O:26][C:27]([NH:29][C:30]1[S:38][C:37]2[C:32](=[N:33][CH:34]=[C:35]([F:39])[CH:36]=2)[C:31]=1[C:40](O)=[O:41])=[O:28])([CH3:25])([CH3:24])[CH3:23].CN(C(ON1N=NC2C=CC=NC1=2)=[N+](C)C)C.F[P-](F)(F)(F)(F)F.CCN(C(C)C)C(C)C, predict the reaction product. The product is: [C:22]([O:26][C:27]([NH:29][C:30]1[S:38][C:37]2[C:32](=[N:33][CH:34]=[C:35]([F:39])[CH:36]=2)[C:31]=1[C:40]([NH:1][C:2]1[CH:3]=[N:4][CH:5]=[CH:6][C:7]=1[N:8]1[CH2:13][CH2:12][CH2:11][C@H:10]([NH:14][C:15](=[O:21])[O:16][C:17]([CH3:18])([CH3:20])[CH3:19])[CH2:9]1)=[O:41])=[O:28])([CH3:25])([CH3:23])[CH3:24]. (2) Given the reactants [Br:1][C:2]1[C:3]([C:12]2[O:13][CH:14]=[CH:15][CH:16]=2)=[N:4][C:5]([NH2:11])=[N:6][C:7]=1S(C)=O.[CH:17]1([OH:23])[CH2:22][CH2:21][CH2:20][CH2:19][CH2:18]1.C1CCN2C(=NCCC2)CC1, predict the reaction product. The product is: [Br:1][C:2]1[C:3]([C:12]2[O:13][CH:14]=[CH:15][CH:16]=2)=[N:4][C:5]([NH2:11])=[N:6][C:7]=1[O:23][C:17]1[CH:22]=[CH:21][CH:20]=[CH:19][CH:18]=1. (3) Given the reactants [C:1]([NH:4][CH:5]([CH2:60][C:61]1[CH:66]=[CH:65][C:64]([OH:67])=[CH:63][CH:62]=1)[C:6]([NH:8][CH:9]([CH2:52][C:53]1[CH:58]=[CH:57][C:56]([F:59])=[CH:55][CH:54]=1)[C:10]([N:12]1[CH2:17][C:16](=[O:18])[N:15]([CH2:19][CH2:20][C:21]2[CH:30]=[CH:29][C:28]3[C:23](=[CH:24][CH:25]=[CH:26][CH:27]=3)[CH:22]=2)[CH2:14][CH:13]1[CH2:31][CH2:32][CH2:33][NH:34][C:35]([NH:44]C(OC(C)(C)C)=O)=[N:36]C(OC(C)(C)C)=O)=[O:11])=[O:7])(=[O:3])[CH3:2].FC(F)(F)C(O)=O, predict the reaction product. The product is: [C:1]([NH:4][CH:5]([CH2:60][C:61]1[CH:62]=[CH:63][C:64]([OH:67])=[CH:65][CH:66]=1)[C:6]([NH:8][CH:9]([CH2:52][C:53]1[CH:58]=[CH:57][C:56]([F:59])=[CH:55][CH:54]=1)[C:10]([N:12]1[CH2:17][C:16](=[O:18])[N:15]([CH2:19][CH2:20][C:21]2[CH:30]=[CH:29][C:28]3[C:23](=[CH:24][CH:25]=[CH:26][CH:27]=3)[CH:22]=2)[CH2:14][CH:13]1[CH2:31][CH2:32][CH2:33][NH:34][C:35]([NH2:44])=[NH:36])=[O:11])=[O:7])(=[O:3])[CH3:2].